Task: Predict the reactants needed to synthesize the given product.. Dataset: Full USPTO retrosynthesis dataset with 1.9M reactions from patents (1976-2016) (1) Given the product [Cl:32][C:29]1[CH:28]=[CH:27][C:26]([N:25]([CH3:33])[C:23]([CH2:22][CH2:21][NH:20][C:18]([N:15]2[CH2:14][CH2:13][CH:12]([NH:11][C:10]3[CH:9]=[CH:8][C:7]([CH2:6][CH2:5][NH:4][CH2:64][C@H:62]([OH:63])[CH2:61][O:60][C:57]4[CH:58]=[CH:59][C:54]([OH:53])=[CH:55][CH:56]=4)=[CH:35][CH:34]=3)[CH2:17][CH2:16]2)=[O:19])=[O:24])=[CH:31][CH:30]=1, predict the reactants needed to synthesize it. The reactants are: C(O)=O.[NH2:4][CH2:5][CH2:6][C:7]1[CH:35]=[CH:34][C:10]([NH:11][CH:12]2[CH2:17][CH2:16][N:15]([C:18]([NH:20][CH2:21][CH2:22][C:23]([N:25]([CH3:33])[C:26]3[CH:31]=[CH:30][C:29]([Cl:32])=[CH:28][CH:27]=3)=[O:24])=[O:19])[CH2:14][CH2:13]2)=[CH:9][CH:8]=1.C([Si]([O:53][C:54]1[CH:59]=[CH:58][C:57]([O:60][CH2:61][CH:62]2[CH2:64][O:63]2)=[CH:56][CH:55]=1)(C1C=CC=CC=1)C1C=CC=CC=1)(C)(C)C. (2) Given the product [Cl:61][C:58]1[CH:59]=[CH:60][C:54]2[S:53][C:52]([NH:31][C@H:32]3[CH2:36][CH2:35][CH2:34][C@@H:33]3[NH:37][C:38](=[O:50])[C:39]3[CH:44]=[CH:43][CH:42]=[CH:41][C:40]=3[N:45]3[N:46]=[CH:47][CH:48]=[N:49]3)=[N:56][C:55]=2[CH:57]=1, predict the reactants needed to synthesize it. The reactants are: O1C2C=CC=CC=2N=C1N[C@H]1CCC[C@@H]1NC(=O)C1C=CC=CC=1N1N=CC=N1.Cl.[NH2:31][C@H:32]1[CH2:36][CH2:35][CH2:34][C@@H:33]1[NH:37][C:38](=[O:50])[C:39]1[CH:44]=[CH:43][CH:42]=[CH:41][C:40]=1[N:45]1[N:49]=[CH:48][CH:47]=[N:46]1.Cl[C:52]1[S:53][C:54]2[CH:60]=[CH:59][C:58]([Cl:61])=[CH:57][C:55]=2[N:56]=1. (3) Given the product [CH3:40][C:26]1[N:9]2[C:8]3[CH:7]=[C:6]([C:4]([O:3][CH2:1][CH3:2])=[O:5])[N:14]([S:15]([C:18]4[CH:23]=[CH:22][CH:21]=[CH:20][CH:19]=4)(=[O:16])=[O:17])[C:13]=3[CH:12]=[CH:11][C:10]2=[N:24][N:25]=1, predict the reactants needed to synthesize it. The reactants are: [CH2:1]([O:3][C:4]([C:6]1[N:14]([S:15]([C:18]2[CH:23]=[CH:22][CH:21]=[CH:20][CH:19]=2)(=[O:17])=[O:16])[C:13]2[C:8](=[N:9][C:10]([N:24](C(OC(C)(C)C)=O)[NH:25][C:26](OC(C)(C)C)=O)=[CH:11][CH:12]=2)[CH:7]=1)=[O:5])[CH3:2].[CH3:40]C(O)=O. (4) Given the product [CH:1]1([C:7]2[C:15]3[C:10](=[CH:11][C:12]([C:16]([O:18][CH3:19])=[O:17])=[CH:13][CH:14]=3)[N:9]([CH2:20][CH:21]([O:24][CH3:25])[O:22][CH3:23])[C:8]=2[C:26]2[CH:31]=[CH:30][CH:29]=[CH:28][C:27]=2[CH2:32][NH:38][CH2:37][CH2:36][N:35]([CH3:39])[CH3:34])[CH2:2][CH2:3][CH2:4][CH2:5][CH2:6]1, predict the reactants needed to synthesize it. The reactants are: [CH:1]1([C:7]2[C:15]3[C:10](=[CH:11][C:12]([C:16]([O:18][CH3:19])=[O:17])=[CH:13][CH:14]=3)[N:9]([CH2:20][CH:21]([O:24][CH3:25])[O:22][CH3:23])[C:8]=2[C:26]2[CH:31]=[CH:30][CH:29]=[CH:28][C:27]=2[CH:32]=O)[CH2:6][CH2:5][CH2:4][CH2:3][CH2:2]1.[CH3:34][N:35]([CH3:39])[CH2:36][CH2:37][NH2:38].C(O)(=O)C.[BH4-].[Na+]. (5) Given the product [F:19][C:16]1[CH:17]=[N:18][C:11]2[N:10]([C:20]3[CH:21]=[C:22]([C:26]4[CH:27]=[CH:28][C:29]([CH2:32][N:33]5[CH2:39][CH2:38][CH2:37][N:36]([CH3:40])[CH2:35][CH2:34]5)=[CH:30][CH:31]=4)[CH:23]=[CH:24][CH:25]=3)[C:9](=[O:41])[N:8]([C@@H:5]3[CH2:6][CH2:7][C@H:2]([NH:1][C:51](=[O:52])[C:50]([NH:49][C:47](=[O:48])[O:46][C:42]([CH3:45])([CH3:44])[CH3:43])([CH3:55])[CH3:54])[CH2:3][CH2:4]3)[C:13](=[O:14])[C:12]=2[CH:15]=1, predict the reactants needed to synthesize it. The reactants are: [NH2:1][C@@H:2]1[CH2:7][CH2:6][C@H:5]([N:8]2[C:13](=[O:14])[C:12]3[CH:15]=[C:16]([F:19])[CH:17]=[N:18][C:11]=3[N:10]([C:20]3[CH:21]=[C:22]([C:26]4[CH:31]=[CH:30][C:29]([CH2:32][N:33]5[CH2:39][CH2:38][CH2:37][N:36]([CH3:40])[CH2:35][CH2:34]5)=[CH:28][CH:27]=4)[CH:23]=[CH:24][CH:25]=3)[C:9]2=[O:41])[CH2:4][CH2:3]1.[C:42]([O:46][C:47]([NH:49][C:50]([CH3:55])([CH3:54])[C:51](O)=[O:52])=[O:48])([CH3:45])([CH3:44])[CH3:43].